Predict which catalyst facilitates the given reaction. From a dataset of Catalyst prediction with 721,799 reactions and 888 catalyst types from USPTO. (1) Reactant: O.[OH-].[Li+].[NH2:4][C:5]1[S:6][CH:7]=[C:8]([C:10]2[CH:15]=[CH:14][C:13]([C:16]3([C:19]([O:21]C)=[O:20])[CH2:18][CH2:17]3)=[CH:12][CH:11]=2)[N:9]=1. Product: [NH2:4][C:5]1[S:6][CH:7]=[C:8]([C:10]2[CH:11]=[CH:12][C:13]([C:16]3([C:19]([OH:21])=[O:20])[CH2:18][CH2:17]3)=[CH:14][CH:15]=2)[N:9]=1. The catalyst class is: 20. (2) Reactant: [NH2:1][C:2](=[O:23])[CH2:3][N:4]1[C:12]2[C:11](Br)=[CH:10][CH:9]=[CH:8][C:7]=2[C@@H:6]2[CH2:14][N:15]([C:18]([O:20][CH2:21][CH3:22])=[O:19])[CH2:16][CH2:17][C@H:5]12.C(=O)([O-])[O-].[K+].[K+].CNCCNC. Product: [O:23]=[C:2]1[CH2:3][N:4]2[C@H:5]3[CH2:17][CH2:16][N:15]([C:18]([O:20][CH2:21][CH3:22])=[O:19])[CH2:14][C@H:6]3[C:7]3[C:12]2=[C:11]([CH:10]=[CH:9][CH:8]=3)[NH:1]1. The catalyst class is: 12. (3) Reactant: CCO.[CH3:4][C@@H:5]1[C@@H:19]2[C:14](=[C:15]([OH:34])[C@:16]3([OH:33])[C:24](=[O:25])[C:23]([C:26]([NH2:28])=[O:27])=[C:22]([OH:29])[C@@H:21]([N:30]([CH3:32])[CH3:31])[C@@H:17]3[C@H:18]2[OH:20])[C:12](=[O:13])[C:11]2[C:10]([OH:35])=[CH:9][CH:8]=[CH:7][C:6]1=2.O.Cl. Product: [CH3:4][C@@H:5]1[C@@H:19]2[C:14](=[C:15]([OH:34])[C@:16]3([OH:33])[C:24](=[O:25])[C:23]([C:26]([NH2:28])=[O:27])=[C:22]([OH:29])[C@@H:21]([N:30]([CH3:31])[CH3:32])[C@@H:17]3[C@H:18]2[OH:20])[C:12](=[O:13])[C:11]2[C:10]([OH:35])=[CH:9][CH:8]=[CH:7][C:6]1=2. The catalyst class is: 60. (4) Product: [CH3:30][C@@H:25]([O:24][C:21]1[CH:22]=[CH:23][C:18]([C:15]2[CH:14]=[CH:13][C:12]([OH:11])=[CH:17][CH:16]=2)=[CH:19][C:20]=1[N+:31]([O-:33])=[O:32])[CH2:26][CH2:27][CH:28]=[CH2:29]. The catalyst class is: 5. Reactant: [OH-].[Li+].C([O:11][C:12]1[CH:17]=[CH:16][C:15]([C:18]2[CH:23]=[CH:22][C:21]([O:24][C@H:25]([CH3:30])[CH2:26][CH2:27][CH:28]=[CH2:29])=[C:20]([N+:31]([O-:33])=[O:32])[CH:19]=2)=[CH:14][CH:13]=1)(=O)C1C=CC=CC=1.